The task is: Predict the reactants needed to synthesize the given product.. This data is from Full USPTO retrosynthesis dataset with 1.9M reactions from patents (1976-2016). (1) Given the product [Br:23][CH2:20][C:5]1[CH:6]=[C:7]([C:10]2[CH:15]=[CH:14][C:13]([C:16]([F:19])([F:18])[F:17])=[CH:12][CH:11]=2)[CH:8]=[CH:9][C:4]=1[N+:1]([O-:3])=[O:2], predict the reactants needed to synthesize it. The reactants are: [N+:1]([C:4]1[CH:9]=[CH:8][C:7]([C:10]2[CH:15]=[CH:14][C:13]([C:16]([F:19])([F:18])[F:17])=[CH:12][CH:11]=2)=[CH:6][C:5]=1[CH2:20]O)([O-:3])=[O:2].P(Br)(Br)[Br:23]. (2) Given the product [F:21][C:15]([F:20])([S:16]([F:19])(=[O:17])=[O:18])[CH2:14][C:13]([F:26])=[C:22]([F:24])[F:23], predict the reactants needed to synthesize it. The reactants are: C(O)(=O)C.C(OC(=O)C)(=O)C.Cl[C:13]([F:26])([C:22](Cl)([F:24])[F:23])[CH2:14][C:15]([F:21])([F:20])[S:16]([F:19])(=[O:18])=[O:17]. (3) Given the product [Br:1][C:2]1[CH:7]=[CH:6][CH:5]=[CH:4][C:3]=1[CH:8]([CH2:18][CH2:17][CH2:16][Cl:15])[C:9]([O:11][CH3:12])=[O:10], predict the reactants needed to synthesize it. The reactants are: [Br:1][C:2]1[CH:7]=[CH:6][CH:5]=[CH:4][C:3]=1[CH2:8][C:9]([O:11][CH3:12])=[O:10].[H-].[Na+].[Cl:15][CH2:16][CH2:17][CH2:18]I.O.